This data is from Catalyst prediction with 721,799 reactions and 888 catalyst types from USPTO. The task is: Predict which catalyst facilitates the given reaction. (1) Reactant: [C:1]([C:5]1[CH:10]=[C:9]([O:11][CH3:12])[C:8]([C:13]([CH3:16])([CH3:15])[CH3:14])=[CH:7][C:6]=1[OH:17])([CH3:4])([CH3:3])[CH3:2].C(=O)([O-])[O-].[Cs+].[Cs+].[CH3:24][O:25][CH:26](Br)[CH3:27]. Product: [CH3:12][O:11][C:9]1[CH:10]=[C:5]([C:1]([CH3:4])([CH3:3])[CH3:2])[C:6]([O:17][CH2:27][CH2:26][O:25][CH3:24])=[CH:7][C:8]=1[C:13]([CH3:16])([CH3:15])[CH3:14]. The catalyst class is: 9. (2) Reactant: N([O-])=O.[Na+].[NH2:5][C:6]1[CH:11]=[CH:10][CH:9]=[CH:8][CH:7]=1.[N-:12]=[N+:13]=[N-].[Na+]. Product: [N:5]([C:6]1[CH:11]=[CH:10][CH:9]=[CH:8][CH:7]=1)=[N+:12]=[N-:13]. The catalyst class is: 223. (3) Reactant: [NH2:1][C:2]1[CH:7]=[CH:6][C:5]([C:8]2[C:17]3[C:12](=[C:13]([C:18]([F:21])([F:20])[F:19])[CH:14]=[CH:15][CH:16]=3)[N:11]=[CH:10][C:9]=2[C:22]([C:24]2[CH:29]=[CH:28][CH:27]=[CH:26][CH:25]=2)=[O:23])=[CH:4][CH:3]=1.[C:30]1([N:36]=[C:37]=[O:38])[CH:35]=[CH:34][CH:33]=[CH:32][CH:31]=1. Product: [C:22]([C:9]1[CH:10]=[N:11][C:12]2[C:17]([C:8]=1[C:5]1[CH:4]=[CH:3][C:2]([NH:1][C:37]([NH:36][C:30]3[CH:35]=[CH:34][CH:33]=[CH:32][CH:31]=3)=[O:38])=[CH:7][CH:6]=1)=[CH:16][CH:15]=[CH:14][C:13]=2[C:18]([F:21])([F:19])[F:20])(=[O:23])[C:24]1[CH:25]=[CH:26][CH:27]=[CH:28][CH:29]=1. The catalyst class is: 66. (4) Product: [C:21]([O:24][C:25]([NH:1][C:2]1[S:6][C:5]([C:7]2[C:8]([F:14])=[CH:9][CH:10]=[CH:11][C:12]=2[F:13])=[N:4][C:3]=1[C:15]([OH:17])=[O:16])=[O:26])([CH3:23])([CH3:22])[CH3:20]. The catalyst class is: 64. Reactant: [NH2:1][C:2]1[S:6][C:5]([C:7]2[C:12]([F:13])=[CH:11][CH:10]=[CH:9][C:8]=2[F:14])=[N:4][C:3]=1[C:15]([O:17]CC)=[O:16].[CH3:20][C:21]([O:24][C:25](O[C:25]([O:24][C:21]([CH3:23])([CH3:22])[CH3:20])=[O:26])=[O:26])([CH3:23])[CH3:22].C1COCC1.[Li+].[OH-]. (5) Reactant: [Cl:1][C:2]1[C:7]([C:8]([O:10]CC)=[O:9])=[CH:6][N:5]=[C:4]([Cl:13])[CH:3]=1.[OH-].[Li+]. Product: [Cl:1][C:2]1[C:7]([C:8]([OH:10])=[O:9])=[CH:6][N:5]=[C:4]([Cl:13])[CH:3]=1. The catalyst class is: 40.